From a dataset of Full USPTO retrosynthesis dataset with 1.9M reactions from patents (1976-2016). Predict the reactants needed to synthesize the given product. (1) Given the product [Br:12][C:13]1[CH:25]=[CH:24][C:23]2[C:22]3[C:17](=[CH:18][C:19]([Si:44]([CH3:47])([CH3:46])[CH3:45])=[CH:20][CH:21]=3)[C:16]([CH2:35][CH2:36][CH2:37][CH2:38][CH2:39][CH2:40][CH2:41][CH3:42])([CH2:27][CH2:28][CH2:29][CH2:30][CH2:31][CH2:32][CH2:33][CH3:34])[C:15]=2[CH:14]=1, predict the reactants needed to synthesize it. The reactants are: C([Li])CCC.CCCCCC.[Br:12][C:13]1[CH:25]=[CH:24][C:23]2[C:22]3[C:17](=[CH:18][C:19](Br)=[CH:20][CH:21]=3)[C:16]([CH2:35][CH2:36][CH2:37][CH2:38][CH2:39][CH2:40][CH2:41][CH3:42])([CH2:27][CH2:28][CH2:29][CH2:30][CH2:31][CH2:32][CH2:33][CH3:34])[C:15]=2[CH:14]=1.Cl[Si:44]([CH3:47])([CH3:46])[CH3:45]. (2) Given the product [F:31][C:30]([F:33])([F:32])[C:28]([OH:34])=[O:29].[Cl:1][C:2]1[C:6]([Cl:7])=[C:5]([CH3:8])[NH:4][C:3]=1[C:9]([NH:11][CH:12]1[CH2:17][CH2:16][NH:15][CH2:14]/[C:13]/1=[N:21]\[O:22][CH3:23])=[O:10], predict the reactants needed to synthesize it. The reactants are: [Cl:1][C:2]1[C:6]([Cl:7])=[C:5]([CH3:8])[NH:4][C:3]=1[C:9]([NH:11][CH:12]1[CH2:17][CH2:16][N:15](C([O-])=O)[CH2:14][C:13]1=[N:21][O:22][CH3:23])=[O:10].ClC(Cl)C.[C:28]([OH:34])([C:30]([F:33])([F:32])[F:31])=[O:29]. (3) Given the product [CH3:1][O:2][C:3](=[O:19])[C@@H:4]([NH:18][C:32](=[O:33])[C:28]1[CH:29]=[C:21]([Br:20])[CH:22]=[CH:23][CH:24]=1)[CH2:5][C:6]1[CH:11]=[CH:10][C:9]([C:12]2[CH:17]=[CH:16][CH:15]=[CH:14][CH:13]=2)=[CH:8][CH:7]=1, predict the reactants needed to synthesize it. The reactants are: [CH3:1][O:2][C:3](=[O:19])[C@@H:4]([NH2:18])[CH2:5][C:6]1[CH:11]=[CH:10][C:9]([C:12]2[CH:17]=[CH:16][CH:15]=[CH:14][CH:13]=2)=[CH:8][CH:7]=1.[Br:20][C:21]1[CH:29]=[CH:28][C:24](C(O)=O)=[CH:23][CH:22]=1.CN(C)[CH:32]=[O:33].C(N(C(C)C)CC)(C)C. (4) Given the product [N+:1]([O-:4])([O-:3])=[O:2].[Ca+2:9].[N+:1]([O-:4])([O-:3])=[O:2], predict the reactants needed to synthesize it. The reactants are: [N+:1]([O-:4])([OH:3])=[O:2].C(=O)([O-])[O-].[Ca+2:9]. (5) Given the product [NH2:8][S:9]([N:12]([CH3:50])[CH2:13][CH2:14][N:15]1[CH2:19][CH2:18][CH2:17][CH:16]1[CH2:20][O:21][C@H:22]1[CH2:29][N:28]2[C:30]3[CH:31]=[C:32]([C:43]([OH:45])=[O:44])[CH:33]=[CH:34][C:35]=3[C:36]([CH:37]3[CH2:42][CH2:41][CH2:40][CH2:39][CH2:38]3)=[C:27]2[C:26]2[CH:46]=[CH:47][CH:48]=[CH:49][C:25]=2[O:24][CH2:23]1)(=[O:11])=[O:10], predict the reactants needed to synthesize it. The reactants are: C(OC([NH:8][S:9]([N:12]([CH3:50])[CH2:13][CH2:14][N:15]1[CH2:19][CH2:18][CH2:17][CH:16]1[CH2:20][O:21][C@H:22]1[CH2:29][N:28]2[C:30]3[CH:31]=[C:32]([C:43]([OH:45])=[O:44])[CH:33]=[CH:34][C:35]=3[C:36]([CH:37]3[CH2:42][CH2:41][CH2:40][CH2:39][CH2:38]3)=[C:27]2[C:26]2[CH:46]=[CH:47][CH:48]=[CH:49][C:25]=2[O:24][CH2:23]1)(=[O:11])=[O:10])=O)(C)(C)C.C(O)(C(F)(F)F)=O. (6) Given the product [N:10]1[CH:9]=[CH:8][N:6]2[C:5]=1[CH:4]=[CH:3][C:2]([C:18]1[CH:19]=[C:14]([C:11](=[O:13])[CH3:12])[CH:15]=[CH:16][CH:17]=1)=[N:7]2, predict the reactants needed to synthesize it. The reactants are: Cl[C:2]1[CH:3]=[CH:4][C:5]2[N:6]([CH:8]=[CH:9][N:10]=2)[N:7]=1.[C:11]([C:14]1[CH:15]=[C:16](B(O)O)[CH:17]=[CH:18][CH:19]=1)(=[O:13])[CH3:12].C([O-])([O-])=O.[K+].[K+].COCCOC. (7) Given the product [C:1]([C:5]1[CH:9]=[C:8]([NH:10][C:11]([C@@H:13]2[CH2:17][CH2:16][CH2:15][N:14]2[C:25]([N:19]2[CH2:24][CH2:23][O:22][CH2:21][CH2:20]2)=[O:26])=[O:12])[O:7][N:6]=1)([CH3:4])([CH3:2])[CH3:3], predict the reactants needed to synthesize it. The reactants are: [C:1]([C:5]1[CH:9]=[C:8]([NH:10][C:11]([C@@H:13]2[CH2:17][CH2:16][CH2:15][NH:14]2)=[O:12])[O:7][N:6]=1)([CH3:4])([CH3:3])[CH3:2].Cl.[N:19]1([C:25](Cl)=[O:26])[CH2:24][CH2:23][O:22][CH2:21][CH2:20]1.C(N(CC)C(C)C)(C)C. (8) Given the product [ClH:1].[F:20][C:21]1[CH:22]=[CH:23][C:24]([O:28][CH3:29])=[C:25]([NH:26][C:2]2[C:3]3[N:4]([C:16]([CH3:19])=[CH:17][CH:18]=3)[C:5]([C:8]([N:10]3[CH2:15][CH2:14][O:13][CH2:12][CH2:11]3)=[O:9])=[CH:6][N:7]=2)[CH:27]=1, predict the reactants needed to synthesize it. The reactants are: [Cl:1][C:2]1[C:3]2[N:4]([C:16]([CH3:19])=[CH:17][CH:18]=2)[C:5]([C:8]([N:10]2[CH2:15][CH2:14][O:13][CH2:12][CH2:11]2)=[O:9])=[CH:6][N:7]=1.[F:20][C:21]1[CH:22]=[CH:23][C:24]([O:28][CH3:29])=[C:25]([CH:27]=1)[NH2:26]. (9) Given the product [Cl:3][C:4]1[CH:5]=[C:6]2[C:10](=[CH:11][CH:12]=1)[N:9]([CH3:23])[C:8]([C:13]1[CH:14]=[CH:15][C:16]([Cl:19])=[CH:17][CH:18]=1)=[C:7]2[CH:20]=[O:21], predict the reactants needed to synthesize it. The reactants are: [H-].[Na+].[Cl:3][C:4]1[CH:5]=[C:6]2[C:10](=[CH:11][CH:12]=1)[NH:9][C:8]([C:13]1[CH:18]=[CH:17][C:16]([Cl:19])=[CH:15][CH:14]=1)=[C:7]2[CH:20]=[O:21].I[CH3:23].